This data is from Reaction yield outcomes from USPTO patents with 853,638 reactions. The task is: Predict the reaction yield, written as a fraction of the theoretical maximum amount of product (1.0 means a 100% yield; for example, 0.34 means a 34% yield). (1) The reactants are [NH2:1][C:2]1[CH:7]=[CH:6][CH:5]=[CH:4][C:3]=1[C:8]1[CH:9]=[C:10]2[C:15](=[CH:16][CH:17]=1)[CH:14]=[C:13]([O:18][CH3:19])[C:12]([O:20][CH3:21])=[CH:11]2.[N:22]([O-])=O.[Na+].C(OCC)(=O)C. The catalyst is Br.O.[Cu]. The product is [CH3:19][O:18][C:13]1[C:12]([O:20][CH3:21])=[CH:11][C:10]2[C:15]([CH:14]=1)=[CH:16][CH:17]=[C:8]1[C:9]=2[N:22]=[N:1][C:2]2[CH:7]=[CH:6][CH:5]=[CH:4][C:3]1=2. The yield is 0.180. (2) The reactants are [C:1]([C:5]1[CH:10]=[C:9]([C:11]([CH3:14])([CH3:13])[CH3:12])[CH:8]=[C:7]([CH:15]([C:22]2[CH:27]=[CH:26][C:25]([F:28])=[CH:24][CH:23]=2)N2CCCCC2)[C:6]=1[OH:29])([CH3:4])([CH3:3])[CH3:2].[CH:30](O)=[O:31]. The catalyst is C1(C)C=CC=CC=1. The product is [C:11]([C:9]1[CH:10]=[C:5]([C:1]([CH3:3])([CH3:2])[CH3:4])[C:6]2[O:29][C:30](=[O:31])[CH:15]([C:22]3[CH:23]=[CH:24][C:25]([F:28])=[CH:26][CH:27]=3)[C:7]=2[CH:8]=1)([CH3:12])([CH3:14])[CH3:13]. The yield is 0.900. (3) The reactants are [Cl:1][C:2]1[C:11]2[C:6](=[CH:7][C:8]([OH:14])=[C:9]([O:12][CH3:13])[CH:10]=2)[N:5]=[CH:4][CH:3]=1.C(=O)([O-])[O-].[K+].[K+].[CH3:21][O:22][CH2:23][CH2:24]Br. The catalyst is [I-].C([N+](CCCC)(CCCC)CCCC)CCC.CN(C)C=O. The product is [Cl:1][C:2]1[C:11]2[C:6](=[CH:7][C:8]([O:14][CH2:24][CH2:23][O:22][CH3:21])=[C:9]([O:12][CH3:13])[CH:10]=2)[N:5]=[CH:4][CH:3]=1. The yield is 0.740.